Dataset: Reaction yield outcomes from USPTO patents with 853,638 reactions. Task: Predict the reaction yield, written as a fraction of the theoretical maximum amount of product (1.0 means a 100% yield; for example, 0.34 means a 34% yield). (1) The reactants are [NH2:1][C:2]1[CH:3]=[C:4]([CH:21]=[CH:22][CH:23]=1)[CH2:5][NH:6][C:7]([C:9]1[CH:14]=[CH:13][C:12]([C:15]2[CH:20]=[CH:19][CH:18]=[CH:17][CH:16]=2)=[CH:11][CH:10]=1)=[O:8].[C:24]([C:27]1[CH:28]=[C:29]([CH:32]=[CH:33][CH:34]=1)[CH:30]=O)([OH:26])=[O:25].[BH4-].[Na+]. The catalyst is C(O)(=O)C. The product is [C:12]1([C:15]2[CH:20]=[CH:19][CH:18]=[CH:17][CH:16]=2)[CH:13]=[CH:14][C:9]([C:7]([NH:6][CH2:5][C:4]2[CH:3]=[C:2]([NH:1][CH2:30][C:29]3[CH:28]=[C:27]([CH:34]=[CH:33][CH:32]=3)[C:24]([OH:26])=[O:25])[CH:23]=[CH:22][CH:21]=2)=[O:8])=[CH:10][CH:11]=1. The yield is 0.310. (2) The catalyst is C(O)C.N1CCCCC1. The reactants are [F:1][C:2]1[CH:3]=[C:4]([C:8]2[CH:16]=[CH:15][CH:14]=[C:13]3[C:9]=2[CH2:10][C:11](=[O:17])[NH:12]3)[CH:5]=[CH:6][CH:7]=1.[N:18]1([CH2:23][CH2:24][NH:25][C:26]([C:28]2[C:32]([CH3:33])=[C:31]([CH:34]=O)[NH:30][C:29]=2[CH3:36])=[O:27])[CH2:22][CH2:21][CH2:20][CH2:19]1. The product is [N:18]1([CH2:23][CH2:24][NH:25][C:26]([C:28]2[C:32]([CH3:33])=[C:31]([CH:34]=[C:10]3[C:9]4[C:13](=[CH:14][CH:15]=[CH:16][C:8]=4[C:4]4[CH:5]=[CH:6][CH:7]=[C:2]([F:1])[CH:3]=4)[NH:12][C:11]3=[O:17])[NH:30][C:29]=2[CH3:36])=[O:27])[CH2:22][CH2:21][CH2:20][CH2:19]1. The yield is 0.480.